From a dataset of Full USPTO retrosynthesis dataset with 1.9M reactions from patents (1976-2016). Predict the reactants needed to synthesize the given product. (1) Given the product [C:1]([O:5][C:6]([N:8]1[CH2:9][CH2:10][CH:11]([O:14][C:15]2[CH:20]=[CH:19][C:18]([NH:21][C:22]3[C:32]4[CH:31]=[C:30]([C:33]([O:35][CH3:36])=[O:34])[CH2:29][CH2:28][NH:27][C:26]=4[N:25]=[CH:24][N:23]=3)=[CH:17][C:16]=2[Cl:46])[CH2:12][CH2:13]1)=[O:7])([CH3:4])([CH3:3])[CH3:2], predict the reactants needed to synthesize it. The reactants are: [C:1]([O:5][C:6]([N:8]1[CH2:13][CH2:12][CH:11]([O:14][C:15]2[CH:20]=[CH:19][C:18]([NH:21][C:22]3[C:32]4[CH:31]=[C:30]([C:33]([O:35][CH3:36])=[O:34])[CH2:29][CH2:28][N:27](CC5C=CC(OC)=CC=5)[C:26]=4[N:25]=[CH:24][N:23]=3)=[CH:17][C:16]=2[Cl:46])[CH2:10][CH2:9]1)=[O:7])([CH3:4])([CH3:3])[CH3:2].FC(F)(F)C(O)=O. (2) Given the product [N-:13]([S:14]([C:17]([F:20])([F:18])[F:19])(=[O:16])=[O:15])[S:21]([C:24]([F:27])([F:26])[F:25])(=[O:23])=[O:22].[CH3:2][N+:3]1([CH2:10][CH2:11][CH3:12])[CH2:8][CH2:7][CH2:6][CH2:5][CH:4]1[CH3:9], predict the reactants needed to synthesize it. The reactants are: [Br-].[CH3:2][N+:3]1([CH2:10][CH2:11][CH3:12])[CH2:8][CH2:7][CH2:6][CH2:5][CH:4]1[CH3:9].[N-:13]([S:21]([C:24]([F:27])([F:26])[F:25])(=[O:23])=[O:22])[S:14]([C:17]([F:20])([F:19])[F:18])(=[O:16])=[O:15].[Li+]. (3) Given the product [CH3:55][C:56]1[CH:60]=[CH:59][N:58]([C:22]2[C:23](=[O:48])[NH:24][C:25](=[O:47])[N:26]([CH2:28][CH2:29][CH2:30][N:31]3[CH2:36][C@H:35]4[C@:33]([C:37]5[CH:42]=[CH:41][C:40]([C:43]([F:46])([F:45])[F:44])=[CH:39][CH:38]=5)([CH2:34]4)[CH2:32]3)[CH:27]=2)[N:57]=1, predict the reactants needed to synthesize it. The reactants are: CN[C@@H]1CCCC[C@H]1NC.CN[C@@H]1CCCC[C@H]1NC.I[C:22]1[C:23](=[O:48])[NH:24][C:25](=[O:47])[N:26]([CH2:28][CH2:29][CH2:30][N:31]2[CH2:36][C@H:35]3[C@:33]([C:37]4[CH:42]=[CH:41][C:40]([C:43]([F:46])([F:45])[F:44])=[CH:39][CH:38]=4)([CH2:34]3)[CH2:32]2)[CH:27]=1.C([O-])([O-])=O.[K+].[K+].[CH3:55][C:56]1[CH:60]=[CH:59][NH:58][N:57]=1.[N-]=C=O. (4) Given the product [F:36][C:27]1[CH:28]=[C:29]([S:32]([CH3:35])(=[O:33])=[O:34])[CH:30]=[CH:31][C:26]=1[N:23]1[C:19]2=[N:20][CH:21]=[N:22][C:17]([NH:15][CH:12]3[CH2:13][CH2:14][N:10]([CH2:9][C:7]4[O:6][N:5]=[C:4]([CH:1]([CH3:3])[CH3:2])[N:8]=4)[CH2:11]3)=[C:18]2[CH:25]=[N:24]1, predict the reactants needed to synthesize it. The reactants are: [CH:1]([C:4]1[N:8]=[C:7]([CH2:9][N:10]2[CH2:14][CH2:13][CH:12]([NH2:15])[CH2:11]2)[O:6][N:5]=1)([CH3:3])[CH3:2].Cl[C:17]1[N:22]=[CH:21][N:20]=[C:19]2[N:23]([C:26]3[CH:31]=[CH:30][C:29]([S:32]([CH3:35])(=[O:34])=[O:33])=[CH:28][C:27]=3[F:36])[N:24]=[CH:25][C:18]=12.C(=O)([O-])[O-].[K+].[K+].O. (5) Given the product [CH2:1]([O:3][C:4]([C:6]1[CH2:11][C@H:10]([N:31]=[N+:32]=[N-:33])[C@@H:9]([NH:17][C:18](=[O:20])[CH3:19])[C@H:8]([O:21][CH:22]([CH2:25][CH3:26])[CH2:23][CH3:24])[CH:7]=1)=[O:5])[CH3:2], predict the reactants needed to synthesize it. The reactants are: [CH2:1]([O:3][C:4]([C:6]1[CH2:11][C@@H:10](OS(C)(=O)=O)[C@@H:9]([NH:17][C:18](=[O:20])[CH3:19])[C@H:8]([O:21][CH:22]([CH2:25][CH3:26])[CH2:23][CH3:24])[CH:7]=1)=[O:5])[CH3:2].CS(C)=O.[N-:31]=[N+:32]=[N-:33].[Na+].C([O-])(O)=O.[Na+]. (6) Given the product [CH3:39][S:40]([O:1][CH2:2][C:3]1[N:8]=[CH:7][C:6]2[N:9]=[CH:10][N:11]([C:12]3[S:16][C:15]([C:17](=[O:18])[NH2:19])=[C:14]([O:20][CH2:21][C:22]4[CH:27]=[CH:26][CH:25]=[CH:24][C:23]=4[C:28]([F:29])([F:30])[F:31])[CH:13]=3)[C:5]=2[CH:4]=1)(=[O:42])=[O:41], predict the reactants needed to synthesize it. The reactants are: [OH:1][CH2:2][C:3]1[N:8]=[CH:7][C:6]2[N:9]=[CH:10][N:11]([C:12]3[S:16][C:15]([C:17]([NH2:19])=[O:18])=[C:14]([O:20][CH2:21][C:22]4[CH:27]=[CH:26][CH:25]=[CH:24][C:23]=4[C:28]([F:31])([F:30])[F:29])[CH:13]=3)[C:5]=2[CH:4]=1.C(N(CC)CC)C.[CH3:39][S:40](O[S:40]([CH3:39])(=[O:42])=[O:41])(=[O:42])=[O:41].